Dataset: Full USPTO retrosynthesis dataset with 1.9M reactions from patents (1976-2016). Task: Predict the reactants needed to synthesize the given product. (1) Given the product [Si:15]([O:1][CH2:2][C:3]1[CH:12]=[CH:11][C:10]2[C:5](=[CH:6][CH:7]=[C:8]([CH2:13][OH:14])[CH:9]=2)[CH:4]=1)([C:18]([CH3:21])([CH3:20])[CH3:19])([CH3:17])[CH3:16], predict the reactants needed to synthesize it. The reactants are: [OH:1][CH2:2][C:3]1[CH:12]=[CH:11][C:10]2[C:5](=[CH:6][CH:7]=[C:8]([CH2:13][OH:14])[CH:9]=2)[CH:4]=1.[Si:15](Cl)([C:18]([CH3:21])([CH3:20])[CH3:19])([CH3:17])[CH3:16].[Cl-].[NH4+]. (2) Given the product [NH2:12][C:13]1[C:14]2[C:21]([C:22]([C:24]3[N:25]=[C:26]([NH:30][S:8]([C:3]4[CH:4]=[CH:5][CH:6]=[CH:7][C:2]=4[F:1])(=[O:10])=[O:9])[CH:27]=[CH:28][CH:29]=3)=[O:23])=[CH:20][N:19]([CH:31]([CH3:33])[CH3:32])[C:15]=2[N:16]=[CH:17][N:18]=1, predict the reactants needed to synthesize it. The reactants are: [F:1][C:2]1[CH:7]=[CH:6][CH:5]=[CH:4][C:3]=1[S:8](Cl)(=[O:10])=[O:9].[NH2:12][C:13]1[C:14]2[C:21]([C:22]([C:24]3[CH:29]=[CH:28][CH:27]=[C:26]([NH2:30])[N:25]=3)=[O:23])=[CH:20][N:19]([CH:31]([CH3:33])[CH3:32])[C:15]=2[N:16]=[CH:17][N:18]=1. (3) Given the product [F:1][C:2]1[CH:3]=[C:4]2[C:8](=[CH:9][CH:10]=1)[CH:7]([NH:11][C:12]1[O:13][CH2:14][C:15]3[CH:21]=[C:20]([NH:22][C:26](=[O:27])[CH2:25][O:24][CH3:23])[CH:19]=[CH:18][C:16]=3[N:17]=1)[CH2:6][CH2:5]2, predict the reactants needed to synthesize it. The reactants are: [F:1][C:2]1[CH:3]=[C:4]2[C:8](=[CH:9][CH:10]=1)[CH:7]([NH:11][C:12]1[O:13][CH2:14][C:15]3[CH:21]=[C:20]([NH2:22])[CH:19]=[CH:18][C:16]=3[N:17]=1)[CH2:6][CH2:5]2.[CH3:23][O:24][CH2:25][C:26](Cl)=[O:27]. (4) Given the product [OH:1][CH:2]1[CH:7]([C:8]2[CH:9]=[CH:10][C:11]([O:14][CH2:23][CH2:24][CH2:25][O:26][C:27]3[CH:32]=[CH:31][CH:30]=[CH:29][C:28]=3[O:33][CH3:34])=[CH:12][CH:13]=2)[CH2:6][CH2:5][N:4]([C:15]([O:17][C:18]([CH3:21])([CH3:20])[CH3:19])=[O:16])[CH2:3]1, predict the reactants needed to synthesize it. The reactants are: [OH:1][CH:2]1[CH:7]([C:8]2[CH:13]=[CH:12][C:11]([OH:14])=[CH:10][CH:9]=2)[CH2:6][CH2:5][N:4]([C:15]([O:17][C:18]([CH3:21])([CH3:20])[CH3:19])=[O:16])[CH2:3]1.Br[CH2:23][CH2:24][CH2:25][O:26][C:27]1[CH:32]=[CH:31][CH:30]=[CH:29][C:28]=1[O:33][CH3:34]. (5) Given the product [N:34]1([C:5]([CH3:7])([CH3:6])[C:3]([C:8]2[CH:13]=[CH:12][C:11]([S:14]([CH3:17])(=[O:16])=[O:15])=[CH:10][CH:9]=2)=[O:4])[CH2:28][CH2:33][CH2:35][CH2:36][CH2:37][CH2:38]1, predict the reactants needed to synthesize it. The reactants are: CO[C:3]1([C:8]2[CH:13]=[CH:12][C:11]([S:14]([CH3:17])(=[O:16])=[O:15])=[CH:10][CH:9]=2)[C:5]([CH3:7])([CH3:6])[O:4]1.CSC1C=CC(C([C:28]2([N:34]3[CH2:38][CH2:37][CH2:36][CH2:35]3)[CH2:33]CCCC2)=O)=CC=1. (6) Given the product [F:1][C:2]1[N:7]=[CH:6][C:5]([CH2:8][CH2:9][CH2:10][CH2:11][CH2:12][CH2:13][CH:14]([OH:18])[C:15]([NH:51][CH2:52][C:53]2[S:57][C:56]([C:58]3[CH:63]=[CH:62][C:61]([OH:64])=[CH:60][CH:59]=3)=[N:55][N:54]=2)=[O:17])=[CH:4][CH:3]=1, predict the reactants needed to synthesize it. The reactants are: [F:1][C:2]1[N:7]=[CH:6][C:5]([CH2:8][CH2:9][CH2:10][CH2:11][CH2:12][CH2:13][CH:14]([OH:18])[C:15]([OH:17])=O)=[CH:4][CH:3]=1.O.ON1C2C=CC=CC=2N=N1.Cl.CN(C)CCCN=C=NCC.C(N(C(C)C)CC)(C)C.[NH2:51][CH2:52][C:53]1[S:57][C:56]([C:58]2[CH:63]=[CH:62][C:61]([OH:64])=[CH:60][CH:59]=2)=[N:55][N:54]=1.